From a dataset of Reaction yield outcomes from USPTO patents with 853,638 reactions. Predict the reaction yield, written as a fraction of the theoretical maximum amount of product (1.0 means a 100% yield; for example, 0.34 means a 34% yield). The reactants are F[C:2]1[CH:9]=[CH:8][C:5]([CH:6]=[O:7])=[CH:4][CH:3]=1.[CH3:10][O:11][C:12]1[CH:13]=[C:14]2[C:19](=[CH:20][CH:21]=1)[C:18]([OH:22])=[C:17]([C:23]1[CH:28]=[CH:27][C:26]([S:29][CH3:30])=[CH:25][CH:24]=1)[CH:16]=[CH:15]2.[H-].[Na+].C(OCC)(=O)C. The catalyst is CN1CCCC1=O. The product is [CH3:10][O:11][C:12]1[CH:13]=[C:14]2[C:19](=[CH:20][CH:21]=1)[C:18]([O:22][C:2]1[CH:9]=[CH:8][C:5]([CH:6]=[O:7])=[CH:4][CH:3]=1)=[C:17]([C:23]1[CH:28]=[CH:27][C:26]([S:29][CH3:30])=[CH:25][CH:24]=1)[CH:16]=[CH:15]2. The yield is 0.320.